Dataset: Reaction yield outcomes from USPTO patents with 853,638 reactions. Task: Predict the reaction yield, written as a fraction of the theoretical maximum amount of product (1.0 means a 100% yield; for example, 0.34 means a 34% yield). The reactants are P(Cl)(Cl)(Cl)=O.[CH3:6][N:7]1[C:15]2[C:10](=[CH:11][CH:12]=[CH:13][CH:14]=2)[C:9]([CH3:16])=[CH:8]1.[C:17]([O-])(=[O:19])C.[Na+]. The catalyst is CN(C=O)C. The product is [CH3:6][N:7]1[C:15]2[C:10](=[CH:11][CH:12]=[CH:13][CH:14]=2)[C:9]([CH3:16])=[C:8]1[CH:17]=[O:19]. The yield is 0.970.